This data is from CYP3A4 inhibition data for predicting drug metabolism from PubChem BioAssay. The task is: Regression/Classification. Given a drug SMILES string, predict its absorption, distribution, metabolism, or excretion properties. Task type varies by dataset: regression for continuous measurements (e.g., permeability, clearance, half-life) or binary classification for categorical outcomes (e.g., BBB penetration, CYP inhibition). Dataset: cyp3a4_veith. (1) The drug is CCCN1C[C@H](CSC)C[C@H]2c3cccc4[nH]cc(c34)C[C@@H]21.CS(=O)(=O)O. The result is 1 (inhibitor). (2) The molecule is C[C@@H](C(=O)NCCF)[C@H]1C[C@]1(C)[C@H](NC(=O)OCc1ccccc1)c1ccccc1. The result is 1 (inhibitor). (3) The drug is O=C(Nc1cccc(F)c1)N1CC2(CCN(C(=O)c3cnccn3)CC2)C1. The result is 0 (non-inhibitor). (4) The compound is CCS(=O)(=O)c1ccc(O)c(NC(=O)Nc2ccccc2)c1. The result is 0 (non-inhibitor). (5) The compound is CC1(C)[C@@H]2CC[C@@]1(CS(=O)(=O)Nc1ccccc1)C(=O)C2. The result is 0 (non-inhibitor). (6) The molecule is N#Cc1cccc(-c2cncnc2NCCc2cnc[nH]2)c1. The result is 1 (inhibitor).